Dataset: Merck oncology drug combination screen with 23,052 pairs across 39 cell lines. Task: Regression. Given two drug SMILES strings and cell line genomic features, predict the synergy score measuring deviation from expected non-interaction effect. (1) Drug 1: CC1CC2C3CCC4=CC(=O)C=CC4(C)C3(F)C(O)CC2(C)C1(O)C(=O)CO. Drug 2: CCN(CC)CCNC(=O)c1c(C)[nH]c(C=C2C(=O)Nc3ccc(F)cc32)c1C. Cell line: MSTO. Synergy scores: synergy=15.8. (2) Drug 1: O=S1(=O)NC2(CN1CC(F)(F)F)C1CCC2Cc2cc(C=CCN3CCC(C(F)(F)F)CC3)ccc2C1. Drug 2: C=CCn1c(=O)c2cnc(Nc3ccc(N4CCN(C)CC4)cc3)nc2n1-c1cccc(C(C)(C)O)n1. Cell line: ES2. Synergy scores: synergy=-2.66. (3) Drug 1: CCc1cnn2c(NCc3ccc[n+]([O-])c3)cc(N3CCCCC3CCO)nc12. Drug 2: Cn1cc(-c2cnn3c(N)c(Br)c(C4CCCNC4)nc23)cn1. Cell line: NCIH520. Synergy scores: synergy=0.194. (4) Drug 1: NC(=O)c1cccc2cn(-c3ccc(C4CCCNC4)cc3)nc12. Drug 2: C#Cc1cccc(Nc2ncnc3cc(OCCOC)c(OCCOC)cc23)c1. Cell line: DLD1. Synergy scores: synergy=-5.54. (5) Drug 1: C#Cc1cccc(Nc2ncnc3cc(OCCOC)c(OCCOC)cc23)c1. Drug 2: CC1(c2nc3c(C(N)=O)cccc3[nH]2)CCCN1. Cell line: UWB1289BRCA1. Synergy scores: synergy=2.29. (6) Drug 2: N#Cc1ccc(Cn2cncc2CN2CCN(c3cccc(Cl)c3)C(=O)C2)cc1. Drug 1: COc1cccc2c1C(=O)c1c(O)c3c(c(O)c1C2=O)CC(O)(C(=O)CO)CC3OC1CC(N)C(O)C(C)O1. Synergy scores: synergy=8.72. Cell line: T47D. (7) Drug 1: COC12C(COC(N)=O)C3=C(C(=O)C(C)=C(N)C3=O)N1CC1NC12. Drug 2: NC(=O)c1cccc2cn(-c3ccc(C4CCCNC4)cc3)nc12. Cell line: NCIH520. Synergy scores: synergy=4.48. (8) Drug 1: CS(=O)(=O)CCNCc1ccc(-c2ccc3ncnc(Nc4ccc(OCc5cccc(F)c5)c(Cl)c4)c3c2)o1. Drug 2: CCc1c2c(nc3ccc(O)cc13)-c1cc3c(c(=O)n1C2)COC(=O)C3(O)CC. Cell line: T47D. Synergy scores: synergy=2.20. (9) Drug 1: C#Cc1cccc(Nc2ncnc3cc(OCCOC)c(OCCOC)cc23)c1. Drug 2: Cn1c(=O)n(-c2ccc(C(C)(C)C#N)cc2)c2c3cc(-c4cnc5ccccc5c4)ccc3ncc21. Cell line: EFM192B. Synergy scores: synergy=36.3. (10) Drug 1: Nc1ccn(C2OC(CO)C(O)C2(F)F)c(=O)n1. Drug 2: Cn1nnc2c(C(N)=O)ncn2c1=O. Cell line: A375. Synergy scores: synergy=-28.1.